From a dataset of Cav3 T-type calcium channel HTS with 100,875 compounds. Binary Classification. Given a drug SMILES string, predict its activity (active/inactive) in a high-throughput screening assay against a specified biological target. (1) The molecule is O=C(NCCc1ccncc1)C12CC3CC(C2)CC(C1)C3. The result is 0 (inactive). (2) The drug is S(=O)(=O)(Cc1oc(C(=O)N2CCN(CC2)c2ncccn2)cc1)c1c(cccc1)C. The result is 0 (inactive). (3) The drug is S(CC(=O)N1CCCC1)c1n(CCc2ccccc2)c(nn1)Cc1n(ccc1)C. The result is 0 (inactive). (4) The molecule is S(=O)(=O)(N(c1c(cccc1)C(=O)N)C)c1ccccc1. The result is 0 (inactive).